From a dataset of Full USPTO retrosynthesis dataset with 1.9M reactions from patents (1976-2016). Predict the reactants needed to synthesize the given product. (1) Given the product [P:1]([NH2:4])([O-:3])[O-:2].[C:25]1([OH:2])[C:16]([C:5]2[C:6]([OH:15])=[CH:7][CH:8]=[CH:9][CH:14]=2)=[CH:17][CH:18]=[CH:19][CH:20]=1, predict the reactants needed to synthesize it. The reactants are: [P:1]([NH2:4])([O-:3])[O-:2].[C:5]1([C:16]2[C:25]3[C:20](=CC=CC=3)[CH:19]=[CH:18][CH:17]=2)[C:6]([OH:15])=[CH:7][CH:8]=[C:9]2[C:14]=1C=CC=C2. (2) Given the product [C:38]([C:17]1[C:18]([O:36][CH3:37])=[C:19]2[C:24](=[C:15]([C:14]3[C:9](=[O:8])[NH:10][C:11]([O:43][CH3:44])=[C:12]([F:42])[CH:13]=3)[CH:16]=1)[N:23]=[CH:22][C:21]([C:25]1[CH:26]=[CH:27][C:28]([NH:31][S:32]([CH3:35])(=[O:34])=[O:33])=[CH:29][CH:30]=1)=[CH:20]2)([CH3:41])([CH3:39])[CH3:40], predict the reactants needed to synthesize it. The reactants are: C([O:8][C:9]1[C:14]([C:15]2[CH:16]=[C:17]([C:38]([CH3:41])([CH3:40])[CH3:39])[C:18]([O:36][CH3:37])=[C:19]3[C:24]=2[N:23]=[CH:22][C:21]([C:25]2[CH:30]=[CH:29][C:28]([NH:31][S:32]([CH3:35])(=[O:34])=[O:33])=[CH:27][CH:26]=2)=[CH:20]3)=[CH:13][C:12]([F:42])=[C:11]([O:43][CH3:44])[N:10]=1)C1C=CC=CC=1.[H][H]. (3) Given the product [CH:36]([NH:39][CH2:2][CH2:3][O:4][C:5]1[CH:6]=[CH:7][C:8]([C:21]2[NH:30][C:29](=[O:31])[C:28]3[C:23](=[CH:24][C:25]([O:34][CH3:35])=[CH:26][C:27]=3[O:32][CH3:33])[N:22]=2)=[N:9][C:10]=1[C:11]1[CH:16]=[CH:15][CH:14]=[CH:13][C:12]=1[S:17]([CH3:20])(=[O:19])=[O:18])([CH3:38])[CH3:37], predict the reactants needed to synthesize it. The reactants are: Br[CH2:2][CH2:3][O:4][C:5]1[CH:6]=[CH:7][C:8]([C:21]2[NH:30][C:29](=[O:31])[C:28]3[C:23](=[CH:24][C:25]([O:34][CH3:35])=[CH:26][C:27]=3[O:32][CH3:33])[N:22]=2)=[N:9][C:10]=1[C:11]1[CH:16]=[CH:15][CH:14]=[CH:13][C:12]=1[S:17]([CH3:20])(=[O:19])=[O:18].[CH:36]([NH2:39])([CH3:38])[CH3:37]. (4) Given the product [CH2:1]([N:8]1[C:16]2[C:11](=[CH:12][CH:13]=[CH:14][CH:15]=2)[C:10]([C:17]2[O:18][C:19]([C:22]3[CH:23]=[C:24]4[C:29](=[CH:30][CH:31]=3)[CH:28]=[C:27]([O:32][CH2:34][C:35]#[N:36])[CH:26]=[CH:25]4)=[CH:20][N:21]=2)=[CH:9]1)[C:2]1[CH:7]=[CH:6][CH:5]=[CH:4][CH:3]=1, predict the reactants needed to synthesize it. The reactants are: [CH2:1]([N:8]1[C:16]2[C:11](=[CH:12][CH:13]=[CH:14][CH:15]=2)[C:10]([C:17]2[O:18][C:19]([C:22]3[CH:23]=[C:24]4[C:29](=[CH:30][CH:31]=3)[CH:28]=[C:27]([OH:32])[CH:26]=[CH:25]4)=[CH:20][N:21]=2)=[CH:9]1)[C:2]1[CH:7]=[CH:6][CH:5]=[CH:4][CH:3]=1.Br[CH2:34][C:35]#[N:36].C(=O)([O-])[O-].[Cs+].[Cs+]. (5) Given the product [N:25]1[CH:24]=[CH:23][C:22]([N:19]2[CH2:20][CH2:21][N:16]([C:12]3[CH:11]=[C:10]([CH2:9][OH:8])[CH:15]=[CH:14][CH:13]=3)[CH2:17][CH2:18]2)=[CH:27][CH:26]=1, predict the reactants needed to synthesize it. The reactants are: COC1C=CC(C[O:8][CH2:9][C:10]2[CH:11]=[C:12]([N:16]3[CH2:21][CH2:20][N:19]([C:22]4[CH:27]=[CH:26][N:25]=[CH:24][CH:23]=4)[CH2:18][CH2:17]3)[CH:13]=[CH:14][CH:15]=2)=CC=1.C(O)(C(F)(F)F)=O. (6) Given the product [O:5]=[CH:6][CH2:7][C@H:8]([NH:15][C:16](=[O:25])[O:17][CH2:18][C:19]1[CH:24]=[CH:23][CH:22]=[CH:21][CH:20]=1)[C:9]1[CH:14]=[CH:13][CH:12]=[CH:11][CH:10]=1, predict the reactants needed to synthesize it. The reactants are: CS(C)=O.[OH:5][CH2:6][CH2:7][C@H:8]([NH:15][C:16](=[O:25])[O:17][CH2:18][C:19]1[CH:24]=[CH:23][CH:22]=[CH:21][CH:20]=1)[C:9]1[CH:14]=[CH:13][CH:12]=[CH:11][CH:10]=1.C(N(CC)CC)C. (7) Given the product [CH2:1]([O:5][C:6]1[CH:7]=[C:8]([CH:16]=[CH:17][CH:18]=1)[O:9][CH2:10][C:11]([OH:13])=[O:12])[CH:2]([CH3:4])[CH3:3], predict the reactants needed to synthesize it. The reactants are: [CH2:1]([O:5][C:6]1[CH:7]=[C:8]([CH:16]=[CH:17][CH:18]=1)[O:9][CH2:10][C:11]([O:13]CC)=[O:12])[CH:2]([CH3:4])[CH3:3].CCO.[OH-].[K+].Cl.